This data is from Forward reaction prediction with 1.9M reactions from USPTO patents (1976-2016). The task is: Predict the product of the given reaction. Given the reactants CC1[NH:3][C:4]([C:8]2C=C(C=CC=2C)C(OC)=O)=[C:5](C)[N:6]=1.[CH3:19][C:20]1[CH:29]=[C:28]([CH3:30])[C:27](B2OC(C)(C)C(C)(C)O2)=[CH:26][C:21]=1[C:22]([O:24][CH3:25])=[O:23].CC1C=CC(C(OC)=O)=CC=1B1[O:55][C:54]([CH3:57])([CH3:56])[C:54]([CH3:57])([CH3:56])[O:55]1, predict the reaction product. The product is: [C:54]([C:56]1[NH:6][C:5]([C:27]2[C:28]([CH3:30])=[CH:29][C:20]([CH3:19])=[C:21]([CH:26]=2)[C:22]([O:24][CH3:25])=[O:23])=[C:4]([CH3:8])[N:3]=1)(=[O:55])[CH3:57].